Dataset: Forward reaction prediction with 1.9M reactions from USPTO patents (1976-2016). Task: Predict the product of the given reaction. (1) Given the reactants [CH2:1]([C@@H:8]([C@@H:18]([O:20][CH2:21][C:22]1[CH:27]=[CH:26][C:25]([O:28][CH3:29])=[CH:24][CH:23]=1)[CH3:19])[CH:9]([OH:17])[CH2:10][C:11]1[CH:16]=[CH:15][CH:14]=[CH:13][CH:12]=1)[C:2]1[CH:7]=[CH:6][CH:5]=[CH:4][CH:3]=1.C([O-])(O)=O.[Na+], predict the reaction product. The product is: [CH2:1]([C@@H:8]([C@@H:18]([O:20][CH2:21][C:22]1[CH:27]=[CH:26][C:25]([O:28][CH3:29])=[CH:24][CH:23]=1)[CH3:19])[C:9](=[O:17])[CH2:10][C:11]1[CH:16]=[CH:15][CH:14]=[CH:13][CH:12]=1)[C:2]1[CH:3]=[CH:4][CH:5]=[CH:6][CH:7]=1. (2) Given the reactants Cl.[CH3:2][C:3]1[CH:12]=[C:11]([CH2:13][O:14][C:15]2[CH:20]=[CH:19][C:18]([S:21]([NH:24][C@H:25]3[CH2:29][NH:28][CH2:27][C@H:26]3[C:30]([O:32][C:33]([CH3:36])([CH3:35])[CH3:34])=[O:31])(=[O:23])=[O:22])=[CH:17][CH:16]=2)[C:10]2[C:5](=[CH:6][CH:7]=[CH:8][CH:9]=2)[N:4]=1.[CH:37](OCC)=[O:38], predict the reaction product. The product is: [CH:37]([N:28]1[CH2:29][C@H:25]([NH:24][S:21]([C:18]2[CH:19]=[CH:20][C:15]([O:14][CH2:13][C:11]3[C:10]4[C:5](=[CH:6][CH:7]=[CH:8][CH:9]=4)[N:4]=[C:3]([CH3:2])[CH:12]=3)=[CH:16][CH:17]=2)(=[O:23])=[O:22])[C@H:26]([C:30]([O:32][C:33]([CH3:36])([CH3:35])[CH3:34])=[O:31])[CH2:27]1)=[O:38]. (3) Given the reactants [CH2:1]([O:3][C:4](=[O:17])[C:5]([O:8][C:9]1[CH:14]=[CH:13][C:12]([OH:15])=[CH:11][C:10]=1[CH3:16])([CH3:7])[CH3:6])[CH3:2].[CH3:18][N:19]1[C:23]([CH2:24][CH2:25][CH2:26]O)=[CH:22][C:21]([C:28]2[CH:33]=[CH:32][C:31]([O:34][C:35]([F:38])([F:37])[F:36])=[CH:30][CH:29]=2)=[N:20]1.CN(C)C(N=NC(N(C)C)=O)=O.C(P(CCCC)CCCC)CCC, predict the reaction product. The product is: [CH2:1]([O:3][C:4](=[O:17])[C:5]([CH3:6])([O:8][C:9]1[CH:14]=[CH:13][C:12]([O:15][CH2:26][CH2:25][CH2:24][C:23]2[N:19]([CH3:18])[N:20]=[C:21]([C:28]3[CH:33]=[CH:32][C:31]([O:34][C:35]([F:37])([F:38])[F:36])=[CH:30][CH:29]=3)[CH:22]=2)=[CH:11][C:10]=1[CH3:16])[CH3:7])[CH3:2]. (4) Given the reactants [Cl:1][C:2]([Cl:9])([Cl:8])[C:3]([N:5]=[C:6]=O)=[O:4].[Br:10][C:11]1[CH:12]=[CH:13][C:14]2[C:15]3[S:24][C:23]([CH2:25][CH2:26][CH3:27])=[N:22][C:16]=3C=[N+:18]([O-])[C:19]=2[CH:20]=1, predict the reaction product. The product is: [Br:10][C:11]1[CH:12]=[CH:13][C:14]2[C:15]3[S:24][C:23]([CH2:25][CH2:26][CH3:27])=[N:22][C:16]=3[C:6]([NH:5][C:3](=[O:4])[C:2]([Cl:9])([Cl:8])[Cl:1])=[N:18][C:19]=2[CH:20]=1. (5) Given the reactants F[C:2]1[CH:9]=[C:8]([F:10])[CH:7]=[CH:6][C:3]=1[C:4]#[N:5].Cl.[NH2:12][C:13]([NH2:15])=[NH:14].[H-].[Na+].C([O-])(O)=O.[Na+], predict the reaction product. The product is: [F:10][C:8]1[CH:9]=[C:2]2[C:3]([C:4]([NH2:5])=[N:14][C:13]([NH2:15])=[N:12]2)=[CH:6][CH:7]=1. (6) Given the reactants [C:1](Cl)(=O)[C:2]([Cl:4])=[O:3].[Br:7][C:8]1[N:13]=C(C(O)=O)[CH:11]=[CH:10][CH:9]=1, predict the reaction product. The product is: [Br:7][C:8]1[N:13]=[C:1]([C:2]([Cl:4])=[O:3])[CH:11]=[CH:10][CH:9]=1. (7) Given the reactants [Cl:1][C:2]1[C:3](=[O:9])[NH:4][N:5]=[CH:6][C:7]=1[Cl:8].C(=O)([O-])[O-].[K+].[K+].[CH2:16](I)[CH3:17], predict the reaction product. The product is: [Cl:1][C:2]1[C:3](=[O:9])[N:4]([CH2:16][CH3:17])[N:5]=[CH:6][C:7]=1[Cl:8].